Task: Regression/Classification. Given a drug SMILES string, predict its toxicity properties. Task type varies by dataset: regression for continuous values (e.g., LD50, hERG inhibition percentage) or binary classification for toxic/non-toxic outcomes (e.g., AMES mutagenicity, cardiotoxicity, hepatotoxicity). Dataset: ld50_zhu.. Dataset: Acute oral toxicity (LD50) regression data from Zhu et al. (1) The molecule is CCCCC(CC)COC(=O)CCCCCCCCC(=O)OCC(CC)CCCC. The rat oral LD50 is 1.52, given as -log10 of the dose in mol/kg body weight (higher means more acutely toxic). (2) The drug is S=C(NNc1ccccc1)NNc1ccccc1. The rat oral LD50 is 2.24, given as -log10 of the dose in mol/kg body weight (higher means more acutely toxic). (3) The compound is CC(C)C(=O)OCC(C)(C)C(O)C(C)C. The rat oral LD50 is 1.83, given as -log10 of the dose in mol/kg body weight (higher means more acutely toxic). (4) The compound is Cc1ccc2c(c1)CC(=O)c1cc(C(C)C(=O)O)ccc1O2. The rat oral LD50 is 3.30, given as -log10 of the dose in mol/kg body weight (higher means more acutely toxic). (5) The molecule is CCP(=S)(OC)SCN1C(=O)c2ccccc2C1=O. The rat oral LD50 is 4.65, given as -log10 of the dose in mol/kg body weight (higher means more acutely toxic). (6) The molecule is ONc1ccccc1. The rat oral LD50 is 3.04, given as -log10 of the dose in mol/kg body weight (higher means more acutely toxic). (7) The drug is C=CC(=O)N(C)C. The rat oral LD50 is 2.50, given as -log10 of the dose in mol/kg body weight (higher means more acutely toxic).